From a dataset of M1 muscarinic receptor antagonist screen with 61,756 compounds. Binary Classification. Given a drug SMILES string, predict its activity (active/inactive) in a high-throughput screening assay against a specified biological target. (1) The molecule is Clc1c(c2noc(c2C(=O)NCc2cc3c(n(c(c3)C)C)cc2)C)cccc1. The result is 0 (inactive). (2) The drug is O(c1c(C2NC(=O)NC(=C2C(OCCOCC)=O)C)cccc1)CCCC. The result is 0 (inactive). (3) The molecule is o1nc(cc1CC(C)C)C(=O)Nc1cc2OCOc2cc1. The result is 0 (inactive).